From a dataset of Full USPTO retrosynthesis dataset with 1.9M reactions from patents (1976-2016). Predict the reactants needed to synthesize the given product. (1) The reactants are: [F:1][C:2]1[CH:30]=[CH:29][CH:28]=[CH:27][C:3]=1[CH2:4][N:5]1[C:9]2=[N:10][CH:11]=[CH:12][CH:13]=[C:8]2[C:7]([C:14]2[N:15]=[C:16](I)[C:17]3[C:22]([CH3:24])([CH3:23])[C:21](=[O:25])[NH:20][C:18]=3[N:19]=2)=[N:6]1.[C:31]([CH:33]1[CH2:35][CH2:34]1)#[CH:32].C(NC(C)C)(C)C. Given the product [CH:33]1([C:31]#[C:32][C:16]2[C:17]3[C:22]([CH3:24])([CH3:23])[C:21](=[O:25])[NH:20][C:18]=3[N:19]=[C:14]([C:7]3[C:8]4[C:9](=[N:10][CH:11]=[CH:12][CH:13]=4)[N:5]([CH2:4][C:3]4[CH:27]=[CH:28][CH:29]=[CH:30][C:2]=4[F:1])[N:6]=3)[N:15]=2)[CH2:35][CH2:34]1, predict the reactants needed to synthesize it. (2) Given the product [Cl:1][C:2]1[CH:3]=[C:4]2[C:14](=[CH:15][CH:16]=1)[C:8]1([CH2:13][CH2:12][O:11][CH2:10][CH2:9]1)[C:7]([OH:17])=[C:6]([C:18](=[O:24])[CH:19]([CH3:23])[CH2:20][C:21]([OH:26])=[O:22])[C:5]2=[O:25], predict the reactants needed to synthesize it. The reactants are: [Cl:1][C:2]1[CH:3]=[C:4]2[C:14](=[CH:15][CH:16]=1)[C:8]1([CH2:13][CH2:12][O:11][CH2:10][CH2:9]1)[C:7]([OH:17])=[C:6]([C:18](=[O:24])[CH:19]([CH3:23])[CH2:20][CH:21]=[O:22])[C:5]2=[O:25].[OH:26]OS([O-])=O.[K+]. (3) The reactants are: [H-].[Na+].[CH3:3][C:4]1[CH:9]=[C:8]([C:10]2[CH:11]=[N:12][NH:13][CH:14]=2)[N:7]=[C:6]([NH:15][C:16]2[CH:21]=[C:20]([C:22]([F:25])([F:24])[F:23])[CH:19]=[CH:18][N:17]=2)[CH:5]=1.Cl[CH2:27][C:28]1([CH2:31]C)[CH2:30][O:29]1.O. Given the product [CH3:3][C:4]1[CH:9]=[C:8]([C:10]2[CH:11]=[N:12][N:13]([CH2:27][C:28]3([CH3:31])[CH2:30][O:29]3)[CH:14]=2)[N:7]=[C:6]([NH:15][C:16]2[CH:21]=[C:20]([C:22]([F:25])([F:23])[F:24])[CH:19]=[CH:18][N:17]=2)[CH:5]=1, predict the reactants needed to synthesize it. (4) Given the product [C:1]([C:5]1[CH:6]=[C:7]2[C:12](=[C:13]([F:15])[CH:14]=1)[C:11](=[O:16])[N:10]([C:17]1[C:18]([CH2:19][OH:20])=[C:21]([Cl:25])[CH:22]=[CH:23][N:24]=1)[N:9]=[CH:8]2)([CH3:4])([CH3:2])[CH3:3], predict the reactants needed to synthesize it. The reactants are: [C:1]([C:5]1[CH:6]=[C:7]2[C:12](=[C:13]([F:15])[CH:14]=1)[C:11](=[O:16])[N:10]([C:17]1[N:24]=[CH:23][CH:22]=[C:21]([Cl:25])[C:18]=1[CH:19]=[O:20])[N:9]=[CH:8]2)([CH3:4])([CH3:3])[CH3:2].[BH4-].[Na+]. (5) Given the product [CH2:1]([C:8]1[S:12][C:11]([NH:13][C:30](=[O:31])[CH2:29][C:26]2[CH:27]=[CH:28][C:23]([S:22][CH2:20][CH3:21])=[CH:24][CH:25]=2)=[N:10][C:9]=1[C:14]1[CH:19]=[CH:18][CH:17]=[CH:16][CH:15]=1)[C:2]1[CH:3]=[CH:4][CH:5]=[CH:6][CH:7]=1, predict the reactants needed to synthesize it. The reactants are: [CH2:1]([C:8]1[S:12][C:11]([NH2:13])=[N:10][C:9]=1[C:14]1[CH:19]=[CH:18][CH:17]=[CH:16][CH:15]=1)[C:2]1[CH:7]=[CH:6][CH:5]=[CH:4][CH:3]=1.[CH2:20]([S:22][C:23]1[CH:28]=[CH:27][C:26]([CH2:29][C:30](O)=[O:31])=[CH:25][CH:24]=1)[CH3:21]. (6) Given the product [CH3:33][O:32][C:31](=[O:34])[NH:30][C:27]1[CH:28]=[CH:29][C:24]([C:21]2[NH:20][C:19]([CH:16]3[N:12]4[C:13](=[O:15])[CH:14]=[C:9]([C:3]5[CH:4]=[C:5]([Cl:8])[CH:6]=[CH:7][C:2]=5[N:1]5[CH:35]=[N:47][N:46]=[N:45]5)[N:10]=[C:11]4[CH2:18][CH2:17]3)=[N:23][CH:22]=2)=[CH:25][CH:26]=1, predict the reactants needed to synthesize it. The reactants are: [NH2:1][C:2]1[CH:7]=[CH:6][C:5]([Cl:8])=[CH:4][C:3]=1[C:9]1[N:10]=[C:11]2[CH2:18][CH2:17][CH:16]([C:19]3[NH:20][C:21]([C:24]4[CH:29]=[CH:28][C:27]([NH:30][C:31](=[O:34])[O:32][CH3:33])=[CH:26][CH:25]=4)=[CH:22][N:23]=3)[N:12]2[C:13](=[O:15])[CH:14]=1.[CH:35](OCC)(OCC)OCC.[N-:45]=[N+:46]=[N-:47].[Na+].